From a dataset of Forward reaction prediction with 1.9M reactions from USPTO patents (1976-2016). Predict the product of the given reaction. (1) Given the reactants [C:1]([C:3]1[C:4]([NH2:9])=[N:5][CH:6]=[CH:7][CH:8]=1)#[CH:2].Cl.[N:11]1[CH:16]=[CH:15][CH:14]=[CH:13][C:12]=1[CH2:17][CH2:18][C:19]1[CH:24]=[CH:23][C:22]([CH2:25][C:26](Cl)=[N:27][OH:28])=[CH:21][CH:20]=1.C(N(CC)CC)C, predict the reaction product. The product is: [N:11]1[CH:16]=[CH:15][CH:14]=[CH:13][C:12]=1[CH2:17][CH2:18][C:19]1[CH:24]=[CH:23][C:22]([CH2:25][C:26]2[CH:2]=[C:1]([C:3]3[C:4]([NH2:9])=[N:5][CH:6]=[CH:7][CH:8]=3)[O:28][N:27]=2)=[CH:21][CH:20]=1. (2) Given the reactants [CH:1]([C:3]1[CH:4]=[C:5]([CH:9]=[C:10]([C:12]([O:14]C)=[O:13])[CH:11]=1)[C:6]([OH:8])=[O:7])=[O:2].[Li+].[OH-].Cl, predict the reaction product. The product is: [CH:1]([C:3]1[CH:4]=[C:5]([C:6]([OH:8])=[O:7])[CH:9]=[C:10]([CH:11]=1)[C:12]([OH:14])=[O:13])=[O:2]. (3) Given the reactants FC(F)(F)C(O)=O.[Cl:8][C:9]1[CH:10]=[CH:11][C:12]([O:36][CH:37]([F:39])[F:38])=[C:13]([C:15]2[C:19]([NH:20][C:21]([C:23]3[CH:24]=[N:25][N:26]4[CH:31]=[CH:30][CH:29]=[N:28][C:27]=34)=[O:22])=[CH:18][N:17]([CH2:32][C:33](O)=[O:34])[N:16]=2)[CH:14]=1.Cl.[N:41]1([CH:47]2[CH2:52][CH2:51][O:50][C:49](=[O:53])[CH2:48]2)[CH2:46][CH2:45][NH:44][CH2:43][CH2:42]1.CCN(C(C)C)C(C)C.CN(C(ON1N=NC2C=CC=NC1=2)=[N+](C)C)C.F[P-](F)(F)(F)(F)F, predict the reaction product. The product is: [Cl:8][C:9]1[CH:10]=[CH:11][C:12]([O:36][CH:37]([F:39])[F:38])=[C:13]([C:15]2[C:19]([NH:20][C:21]([C:23]3[CH:24]=[N:25][N:26]4[CH:31]=[CH:30][CH:29]=[N:28][C:27]=34)=[O:22])=[CH:18][N:17]([CH2:32][C:33](=[O:34])[N:44]3[CH2:43][CH2:42][N:41]([CH:47]4[CH2:52][CH2:51][O:50][C:49](=[O:53])[CH2:48]4)[CH2:46][CH2:45]3)[N:16]=2)[CH:14]=1.